Dataset: Full USPTO retrosynthesis dataset with 1.9M reactions from patents (1976-2016). Task: Predict the reactants needed to synthesize the given product. (1) The reactants are: Br[C:2]1[CH:7]=[CH:6][CH:5]=[CH:4][N:3]=1.[Cl:8][C:9]1[CH:10]=[C:11](B(O)O)[CH:12]=[C:13]([C:15]([O:17][CH3:18])=[O:16])[CH:14]=1.C([O-])([O-])=O.[K+].[K+].CCOC(C)=O. Given the product [Cl:8][C:9]1[CH:14]=[C:13]([CH:12]=[C:11]([C:2]2[CH:7]=[CH:6][CH:5]=[CH:4][N:3]=2)[CH:10]=1)[C:15]([O:17][CH3:18])=[O:16], predict the reactants needed to synthesize it. (2) Given the product [Br:22][C:19]1[CH:18]=[CH:17][C:16]([C:4]2([CH2:1][CH:2]([OH:28])[CH2:3][OH:23])[C:12]3[C:7](=[CH:8][CH:9]=[CH:10][CH:11]=3)[C:6]3=[N:13][CH:14]=[CH:15][N:5]23)=[CH:21][CH:20]=1, predict the reactants needed to synthesize it. The reactants are: [CH2:1]([C:4]1([C:16]2[CH:21]=[CH:20][C:19]([Br:22])=[CH:18][CH:17]=2)[C:12]2[C:7](=[CH:8][CH:9]=[CH:10][CH:11]=2)[C:6]2=[N:13][CH:14]=[CH:15][N:5]12)[CH:2]=[CH2:3].[OH2:23].C[N+]1([O-])CC[O:28]CC1. (3) Given the product [C:1]1([S:7]([N:10]2[CH:11]=[CH:12][C:13]3[C:14]2=[N:15][CH:16]=[C:17]2[C:18]=3[N:19]([C@@H:20]3[CH2:25][CH2:24][CH2:23][N:22]([CH2:26][C:27]4[CH:32]=[CH:31][CH:30]=[CH:29][CH:28]=4)[CH2:21]3)[N:34]=[N:33]2)(=[O:8])=[O:9])[CH:6]=[CH:5][CH:4]=[CH:3][CH:2]=1, predict the reactants needed to synthesize it. The reactants are: [C:1]1([S:7]([N:10]2[C:14]3=[N:15][CH:16]=[C:17]([NH2:33])[C:18]([NH:19][C@@H:20]4[CH2:25][CH2:24][CH2:23][N:22]([CH2:26][C:27]5[CH:32]=[CH:31][CH:30]=[CH:29][CH:28]=5)[CH2:21]4)=[C:13]3[CH:12]=[CH:11]2)(=[O:9])=[O:8])[CH:6]=[CH:5][CH:4]=[CH:3][CH:2]=1.[N:34](OCCCC)=O. (4) Given the product [C:7]([O:11][C:12]([N:14]1[CH2:19][CH2:18][N:17]([C:20]2[CH:28]=[CH:27][CH:26]=[C:25]3[C:21]=2[C:22]([CH3:29])=[CH:23][N:24]3[S:37]([C:33]2[CH:34]=[CH:35][CH:36]=[C:31]([Cl:30])[CH:32]=2)(=[O:39])=[O:38])[CH2:16][CH2:15]1)=[O:13])([CH3:10])([CH3:9])[CH3:8], predict the reactants needed to synthesize it. The reactants are: CC(C)([O-])C.[K+].[C:7]([O:11][C:12]([N:14]1[CH2:19][CH2:18][N:17]([C:20]2[CH:28]=[CH:27][CH:26]=[C:25]3[C:21]=2[C:22]([CH3:29])=[CH:23][NH:24]3)[CH2:16][CH2:15]1)=[O:13])([CH3:10])([CH3:9])[CH3:8].[Cl:30][C:31]1[CH:32]=[C:33]([S:37](Cl)(=[O:39])=[O:38])[CH:34]=[CH:35][CH:36]=1.C(OCC)C. (5) The reactants are: [Br:1][C:2]1[C:3]([CH3:11])=[C:4]([C:7]([Br:10])=[CH:8][CH:9]=1)[CH:5]=O.S(O)(O)(=O)=O.[NH2:17][OH:18].[OH-].[Na+]. Given the product [Br:1][C:2]1[C:3]([CH3:11])=[C:4]([C:7]([Br:10])=[CH:8][CH:9]=1)[CH:5]=[N:17][OH:18], predict the reactants needed to synthesize it. (6) Given the product [Cl:14][C:15]1[CH:20]=[CH:19][C:18]([NH:21][C:22]([NH:13][C@H:10]2[CH2:9][CH2:8][C@H:7]([C:1]3[CH:6]=[CH:5][CH:4]=[CH:3][CH:2]=3)[CH2:12][CH2:11]2)=[O:23])=[CH:17][CH:16]=1, predict the reactants needed to synthesize it. The reactants are: [C:1]1([C@H:7]2[CH2:12][CH2:11][C@H:10]([NH2:13])[CH2:9][CH2:8]2)[CH:6]=[CH:5][CH:4]=[CH:3][CH:2]=1.[Cl:14][C:15]1[CH:20]=[CH:19][C:18]([N:21]=[C:22]=[O:23])=[CH:17][CH:16]=1. (7) Given the product [F:15][C:14]([F:16])([O:17][CH3:1])[C:9]([C:10]([F:13])([F:12])[F:11])=[CH2:8], predict the reactants needed to synthesize it. The reactants are: [CH2:1](N(CC)CC)C.[CH2:8]=[C:9]([C:14]([O:17]S(F)(=O)=O)([F:16])[F:15])[C:10]([F:13])([F:12])[F:11].O. (8) The reactants are: [F:1][C:2]([F:15])([F:14])[S:3]([O:6]S(C(F)(F)F)(=O)=O)(=[O:5])=[O:4].[CH3:16][O:17][C:18]1[CH:27]=[CH:26][C:25](O)=[C:24]2[C:19]=1[CH:20]=[CH:21][CH:22]=[N:23]2.N1C=CC=CC=1. Given the product [CH3:16][O:17][C:18]1[CH:27]=[CH:26][C:25]([O:6][S:3]([C:2]([F:15])([F:14])[F:1])(=[O:5])=[O:4])=[C:24]2[C:19]=1[CH:20]=[CH:21][CH:22]=[N:23]2, predict the reactants needed to synthesize it. (9) Given the product [Cl:10][C:11]1[CH:36]=[CH:35][C:14]([CH2:15][NH:16][C:17]([C:19]2[C:20](=[O:34])[C:21]3[CH:31]=[C:30]([CH2:32][N:38]([CH2:39][C@@H:40]([OH:41])[C:42]4[CH:47]=[CH:46][CH:45]=[CH:44][CH:43]=4)[CH3:37])[S:29][C:22]=3[N:23]([CH2:25][CH2:26][O:27][CH3:28])[CH:24]=2)=[O:18])=[CH:13][CH:12]=1, predict the reactants needed to synthesize it. The reactants are: C(N(CC)C(C)C)(C)C.[Cl:10][C:11]1[CH:36]=[CH:35][C:14]([CH2:15][NH:16][C:17]([C:19]2[C:20](=[O:34])[C:21]3[CH:31]=[C:30]([CH2:32]Cl)[S:29][C:22]=3[N:23]([CH2:25][CH2:26][O:27][CH3:28])[CH:24]=2)=[O:18])=[CH:13][CH:12]=1.[CH3:37][NH:38][CH2:39][C@H:40]([C:42]1[CH:47]=[CH:46][CH:45]=[CH:44][CH:43]=1)[OH:41]. (10) Given the product [C:1]([C:4]1[C:22](=[O:23])[C@@:8]2([CH3:24])[C:9]3[C:15]([OH:16])=[CH:14][C:13]([O:17][CH3:18])=[C:12]([C:19]([NH:21][CH2:37][C:32]4[C:33]5[C:28](=[C:27]([F:26])[CH:36]=[CH:35][CH:34]=5)[CH:29]=[CH:30][C:31]=4[CH3:39])=[O:20])[C:10]=3[O:11][C:7]2=[CH:6][C:5]=1[OH:25])(=[O:3])[CH3:2], predict the reactants needed to synthesize it. The reactants are: [C:1]([C:4]1[C:22](=[O:23])[C@@:8]2([CH3:24])[C:9]3[C:15]([OH:16])=[CH:14][C:13]([O:17][CH3:18])=[C:12]([C:19]([NH2:21])=[O:20])[C:10]=3[O:11][C:7]2=[CH:6][C:5]=1[OH:25])(=[O:3])[CH3:2].[F:26][C:27]1[CH:36]=[CH:35][CH:34]=[C:33]2[C:28]=1[CH:29]=[CH:30][C:31]([CH3:39])=[C:32]2[CH:37]=O.C([SiH](CC)CC)C.FC(F)(F)C(O)=O.